Dataset: Peptide-MHC class I binding affinity with 185,985 pairs from IEDB/IMGT. Task: Regression. Given a peptide amino acid sequence and an MHC pseudo amino acid sequence, predict their binding affinity value. This is MHC class I binding data. (1) The peptide sequence is IVAQGIAAL. The MHC is HLA-B51:01 with pseudo-sequence HLA-B51:01. The binding affinity (normalized) is 0.0847. (2) The MHC is HLA-B15:01 with pseudo-sequence HLA-B15:01. The peptide sequence is VVSYEAGEW. The binding affinity (normalized) is 0.0847. (3) The peptide sequence is ISNMLSIINK. The MHC is HLA-A11:01 with pseudo-sequence HLA-A11:01. The binding affinity (normalized) is 0.563. (4) The peptide sequence is ILRGTSFVYV. The MHC is HLA-A02:06 with pseudo-sequence HLA-A02:06. The binding affinity (normalized) is 0.591. (5) The peptide sequence is SHSSDLSTI. The MHC is Mamu-A07 with pseudo-sequence Mamu-A07. The binding affinity (normalized) is 0.369.